This data is from Full USPTO retrosynthesis dataset with 1.9M reactions from patents (1976-2016). The task is: Predict the reactants needed to synthesize the given product. (1) Given the product [Br:35][C:32]1[CH:31]=[CH:30][C:29](/[C:22](/[C:23]2[CH:24]=[CH:25][CH:26]=[CH:27][CH:28]=2)=[CH:21]/[CH2:20][OH:19])=[CH:34][CH:33]=1, predict the reactants needed to synthesize it. The reactants are: CC(C[AlH]CC(C)C)C.C1(C)C=CC=CC=1.C([O:19][C:20](=O)/[CH:21]=[C:22](/[C:29]1[CH:34]=[CH:33][C:32]([Br:35])=[CH:31][CH:30]=1)\[C:23]1[CH:28]=[CH:27][CH:26]=[CH:25][CH:24]=1)C.O. (2) The reactants are: [C:1]([O:5][C:6](=[O:18])[NH:7][CH2:8][CH2:9][CH2:10][CH2:11][N:12]1[CH2:17][CH2:16][NH:15][CH2:14][CH2:13]1)([CH3:4])([CH3:3])[CH3:2].[I-].[Na+].C(=O)([O-])[O-].[K+].[K+].[CH2:27]([O:29][C:30](=[O:36])[CH2:31][CH2:32][CH2:33][CH2:34]Br)[CH3:28]. Given the product [CH2:27]([O:29][C:30](=[O:36])[CH2:31][CH2:32][CH2:33][CH2:34][N:15]1[CH2:16][CH2:17][N:12]([CH2:11][CH2:10][CH2:9][CH2:8][NH:7][C:6]([O:5][C:1]([CH3:4])([CH3:2])[CH3:3])=[O:18])[CH2:13][CH2:14]1)[CH3:28], predict the reactants needed to synthesize it.